This data is from Serine/threonine kinase 33 screen with 319,792 compounds. The task is: Binary Classification. Given a drug SMILES string, predict its activity (active/inactive) in a high-throughput screening assay against a specified biological target. (1) The drug is O=C(N1CCC(=CC1)c1ccccc1)C1C(CCCC1)C(O)=O. The result is 0 (inactive). (2) The drug is s1c([n+](nc1Nc1ccc(CC)cc1)c1ccccc1)c1ccc(N(CC)CC)cc1. The result is 0 (inactive). (3) The drug is o1c2c(c(=O)c(OC)c1c1cc(OC)c(OC)cc1)c(O)c(OC)c(OC)c2OC. The result is 0 (inactive).